Dataset: Peptide-MHC class I binding affinity with 185,985 pairs from IEDB/IMGT. Task: Regression. Given a peptide amino acid sequence and an MHC pseudo amino acid sequence, predict their binding affinity value. This is MHC class I binding data. (1) The peptide sequence is RIVARQIVD. The MHC is HLA-A68:02 with pseudo-sequence HLA-A68:02. The binding affinity (normalized) is 0.269. (2) The peptide sequence is SMFDSWGPF. The MHC is HLA-B15:02 with pseudo-sequence HLA-B15:02. The binding affinity (normalized) is 0.851. (3) The peptide sequence is NTAIFDMLY. The MHC is HLA-A02:01 with pseudo-sequence HLA-A02:01. The binding affinity (normalized) is 0.0847.